Dataset: Reaction yield outcomes from USPTO patents with 853,638 reactions. Task: Predict the reaction yield, written as a fraction of the theoretical maximum amount of product (1.0 means a 100% yield; for example, 0.34 means a 34% yield). (1) The yield is 0.880. The catalyst is [Cl-].[Na+].O.CN(C=O)C. The product is [CH3:49][O:50][C:51](=[O:58])[CH2:52][CH2:53][CH2:54][CH2:55][CH2:56][NH:57][C:16](=[O:17])[CH:15]=[C:13]1[C:14]2[CH:1]=[CH:2][CH:3]=[CH:4][C:5]=2[O:6][C:7]2[C:12]1=[CH:11][CH:10]=[CH:9][CH:8]=2. The reactants are [CH:1]1[C:14]2[C:13](=[CH:15][C:16](O)=[O:17])[C:12]3[C:7](=[CH:8][CH:9]=[CH:10][CH:11]=3)[O:6][C:5]=2[CH:4]=[CH:3][CH:2]=1.Cl.C(N=C=NCCCN(C)C)C.OC1C2N=NNC=2C=CC=1.C(N(CC)CC)C.Cl.[CH3:49][O:50][C:51](=[O:58])[CH2:52][CH2:53][CH2:54][CH2:55][CH2:56][NH2:57]. (2) The reactants are C([O:3][C:4](=[O:24])[CH:5]([O:21][CH2:22][CH3:23])[CH2:6][C:7]1[CH:12]=[CH:11][C:10]([OH:13])=[C:9]([CH2:14][C:15]2[CH:20]=[CH:19][CH:18]=[CH:17][CH:16]=2)[CH:8]=1)C.[OH-].[K+].Cl. The catalyst is CO.O. The product is [CH2:14]([C:9]1[CH:8]=[C:7]([CH2:6][CH:5]([O:21][CH2:22][CH3:23])[C:4]([OH:24])=[O:3])[CH:12]=[CH:11][C:10]=1[OH:13])[C:15]1[CH:20]=[CH:19][CH:18]=[CH:17][CH:16]=1. The yield is 0.748.